This data is from Forward reaction prediction with 1.9M reactions from USPTO patents (1976-2016). The task is: Predict the product of the given reaction. (1) The product is: [O:1]1[CH:5]=[CH:4][CH:3]=[C:2]1[CH2:6][NH:8][C:9]1[CH:14]=[C:13]([C:15]([F:18])([F:16])[F:17])[CH:12]=[CH:11][C:10]=1[C:19]([N:21]([CH2:35][CH:36]([CH3:38])[CH3:37])[CH:22]1[CH2:27][CH2:26][CH2:25][NH:24][CH2:23]1)=[O:20]. Given the reactants [O:1]1[CH:5]=[CH:4][CH:3]=[C:2]1[CH:6]=O.[NH2:8][C:9]1[CH:14]=[C:13]([C:15]([F:18])([F:17])[F:16])[CH:12]=[CH:11][C:10]=1[C:19]([N:21]([CH2:35][CH:36]([CH3:38])[CH3:37])[CH:22]1[CH2:27][CH2:26][CH2:25][N:24](C(OC(C)(C)C)=O)[CH2:23]1)=[O:20].C(O[BH-](OC(=O)C)OC(=O)C)(=O)C.[Na+].C(=O)([O-])O.[Na+], predict the reaction product. (2) Given the reactants [CH2:1]([OH:9])[CH2:2][CH2:3][CH2:4][CH2:5][CH2:6][CH2:7][CH3:8].[C:10](O)(=[O:16])[CH2:11]CCCC, predict the reaction product. The product is: [C:10]([O:9][CH2:1][CH2:2][CH2:3][CH2:4][CH2:5][CH2:6][CH2:7][CH3:8])(=[O:16])[CH3:11]. (3) Given the reactants C[O:2][C:3]([C:5]1[C:6]([C:11]2[CH:16]=[CH:15][CH:14]=[CH:13][C:12]=2[Cl:17])=[N:7][O:8][C:9]=1[CH3:10])=[O:4].[OH-].[Na+], predict the reaction product. The product is: [Cl:17][C:12]1[CH:13]=[CH:14][CH:15]=[CH:16][C:11]=1[C:6]1[C:5]([C:3]([OH:4])=[O:2])=[C:9]([CH3:10])[O:8][N:7]=1. (4) Given the reactants [Cl:1][C:2]1[CH:7]=[CH:6][C:5]([S:8]([CH:11]([C:15]2[CH:20]=[C:19]([F:21])[CH:18]=[CH:17][C:16]=2[F:22])[CH2:12][CH:13]=[CH2:14])(=[O:10])=[O:9])=[CH:4][CH:3]=1.[H-].[Na+].[CH3:25]I.CO, predict the reaction product. The product is: [Cl:1][C:2]1[CH:3]=[CH:4][C:5]([S:8]([C:11]([C:15]2[CH:20]=[C:19]([F:21])[CH:18]=[CH:17][C:16]=2[F:22])([CH3:25])[CH2:12][CH:13]=[CH2:14])(=[O:10])=[O:9])=[CH:6][CH:7]=1. (5) Given the reactants [CH3:1]/[CH:2]=[C:3]1/[C:4]([CH2:6][C@H:7]2[C@@H:12]3[CH2:13][CH2:14][C:15]4[C@@:21]([CH3:22])([C@H:11]3[CH2:10][CH2:9][C@:8]/12[CH3:23])[CH2:20][CH2:19][C:17](=[O:18])[CH:16]=4)=[O:5].CN(C1C=CC2N=C3C(=CC(C=C3)=[N+](C)C)SC=2C=1)C, predict the reaction product. The product is: [CH3:1]/[CH:2]=[C:3]1\[C:4]([CH2:6][C@H:7]2[C@@H:12]3[CH2:13][CH2:14][C:15]4[C@@:21]([CH3:22])([C@H:11]3[CH2:10][CH2:9][C@:8]\12[CH3:23])[CH2:20][CH2:19][C:17](=[O:18])[CH:16]=4)=[O:5]. (6) Given the reactants [C:1]([O:5][C:6]([N:8]1[CH2:13][CH2:12][NH:11][CH2:10][CH2:9]1)=[O:7])([CH3:4])([CH3:3])[CH3:2].[N:14]1[CH:19]=CC=CC=1.C(Cl)(Cl)=[S:21].N, predict the reaction product. The product is: [C:1]([O:5][C:6]([N:8]1[CH2:13][CH2:12][N:11]([C:19](=[S:21])[NH2:14])[CH2:10][CH2:9]1)=[O:7])([CH3:4])([CH3:2])[CH3:3]. (7) Given the reactants [CH:1]1([NH:7][C:8]([C:10]2[C:11]([SH:16])=[N:12][CH:13]=[CH:14][CH:15]=2)=[O:9])[CH2:6][CH2:5][CH2:4][CH2:3][CH2:2]1.C[Si]([N-][Si](C)(C)C)(C)C.[Na+].Br[CH2:28][C:29]([C:31]1[CH:36]=[CH:35][CH:34]=[CH:33][CH:32]=1)=[O:30].O, predict the reaction product. The product is: [CH:1]1([NH:7][C:8]([C:10]2[C:11]([S:16][CH2:28][C:29]([C:31]3[CH:36]=[CH:35][CH:34]=[CH:33][CH:32]=3)=[O:30])=[N:12][CH:13]=[CH:14][CH:15]=2)=[O:9])[CH2:2][CH2:3][CH2:4][CH2:5][CH2:6]1. (8) Given the reactants [CH2:1]([O:3][C:4]([C:6]1[CH:7]=[C:8]2[C:13](=[CH:14][CH:15]=1)[N:12]=[CH:11][C:10]([C:16]#[N:17])=[C:9]2Cl)=[O:5])[CH3:2].[C:19]1(B(O)O)[CH:24]=[CH:23][CH:22]=[CH:21][CH:20]=1.C(=O)([O-])[O-].[Na+].[Na+], predict the reaction product. The product is: [CH2:1]([O:3][C:4]([C:6]1[CH:7]=[C:8]2[C:13](=[CH:14][CH:15]=1)[N:12]=[CH:11][C:10]([C:16]#[N:17])=[C:9]2[C:19]1[CH:24]=[CH:23][CH:22]=[CH:21][CH:20]=1)=[O:5])[CH3:2]. (9) Given the reactants [Cl:1][C:2]1[CH:3]=[C:4]2[C:9](=[C:10]([Cl:12])[CH:11]=1)[CH2:8][N:7]([CH3:13])[CH2:6][CH:5]2[C:14]1[CH:19]=[CH:18][C:17]([NH:20][S:21]([NH:24][CH2:25][CH2:26][P:27](=[O:34])([O:31]CC)[O:28]CC)(=[O:23])=[O:22])=[CH:16][CH:15]=1.Br[Si](C)(C)C.[OH-].[Na+], predict the reaction product. The product is: [Cl:1][C:2]1[CH:3]=[C:4]2[C:9](=[C:10]([Cl:12])[CH:11]=1)[CH2:8][N:7]([CH3:13])[CH2:6][CH:5]2[C:14]1[CH:19]=[CH:18][C:17]([NH:20][S:21]([NH:24][CH2:25][CH2:26][P:27](=[O:28])([OH:31])[OH:34])(=[O:23])=[O:22])=[CH:16][CH:15]=1.